Dataset: Full USPTO retrosynthesis dataset with 1.9M reactions from patents (1976-2016). Task: Predict the reactants needed to synthesize the given product. (1) Given the product [OH:1][C:2]1[CH:10]=[CH:9][C:5]([C:6]([OH:8])=[O:7])=[CH:4][CH:3]=1.[CH3:21][NH:22][C@H:23]([CH2:25]/[CH:26]=[CH:27]/[C:28]1[CH:29]=[N:30][CH:31]=[C:32]([O:34][CH:35]([CH3:37])[CH3:36])[CH:33]=1)[CH3:24], predict the reactants needed to synthesize it. The reactants are: [OH:1][C:2]1[CH:10]=[CH:9][C:5]([C:6]([OH:8])=[O:7])=[CH:4][CH:3]=1.OC1C=CC(C(O)=O)=CC=1.[CH3:21][NH:22][C@H:23]([CH2:25]/[CH:26]=[CH:27]/[C:28]1[CH:29]=[N:30][CH:31]=[C:32]([O:34][CH:35]([CH3:37])[CH3:36])[CH:33]=1)[CH3:24].CN[C@H](C/C=C/C1C=NC=C(OC(C)C)C=1)C.OC1C=CC(C(O)=O)=CC=1.C(O)(C)C. (2) Given the product [CH3:1][O:2][C:3](=[O:18])[C@@H:4]([O:15][CH2:16][CH3:17])[CH2:5][C:6]1[CH:11]=[CH:10][C:9]([O:12][CH2:20][C:21]2[N:22]=[C:23]([C:27]3[CH:32]=[CH:31][C:30]([F:33])=[C:29]([CH3:34])[CH:28]=3)[O:24][C:25]=2[CH3:26])=[CH:8][C:7]=1[O:13][CH3:14], predict the reactants needed to synthesize it. The reactants are: [CH3:1][O:2][C:3](=[O:18])[C@@H:4]([O:15][CH2:16][CH3:17])[CH2:5][C:6]1[CH:11]=[CH:10][C:9]([OH:12])=[CH:8][C:7]=1[O:13][CH3:14].Cl[CH2:20][C:21]1[N:22]=[C:23]([C:27]2[CH:32]=[CH:31][C:30]([F:33])=[C:29]([CH3:34])[CH:28]=2)[O:24][C:25]=1[CH3:26].C(=O)([O-])[O-].[Cs+].[Cs+].[I-].[K+]. (3) Given the product [CH2:1]([C:8]1[CH:9]=[N:10][C:11]2[C:16]([C:17]=1[C:18]1[CH:19]=[C:20]([NH:24][CH2:37][C:31]3[S:32][C:33]([I:36])=[C:34]([CH3:35])[C:30]=3[Br:29])[CH:21]=[CH:22][CH:23]=1)=[CH:15][CH:14]=[CH:13][C:12]=2[C:25]([F:28])([F:26])[F:27])[C:2]1[CH:3]=[CH:4][CH:5]=[CH:6][CH:7]=1, predict the reactants needed to synthesize it. The reactants are: [CH2:1]([C:8]1[CH:9]=[N:10][C:11]2[C:16]([C:17]=1[C:18]1[CH:19]=[C:20]([NH2:24])[CH:21]=[CH:22][CH:23]=1)=[CH:15][CH:14]=[CH:13][C:12]=2[C:25]([F:28])([F:27])[F:26])[C:2]1[CH:7]=[CH:6][CH:5]=[CH:4][CH:3]=1.[Br:29][C:30]1[C:34]([CH3:35])=[C:33]([I:36])[S:32][C:31]=1[CH:37]=O. (4) Given the product [CH2:1]([O:8][C:9]1[CH:10]=[CH:11][C:12]([N:15]2[C:19]3=[N:20][CH:21]=[CH:22][CH:23]=[C:18]3[N:17]3[CH:26]=[CH:27][N:24]=[C:16]23)=[CH:13][CH:14]=1)[C:2]1[CH:7]=[CH:6][CH:5]=[CH:4][CH:3]=1, predict the reactants needed to synthesize it. The reactants are: [CH2:1]([O:8][C:9]1[CH:14]=[CH:13][C:12]([N:15]2[C:19]3=[N:20][CH:21]=[CH:22][CH:23]=[C:18]3[N:17]=[C:16]2[NH2:24])=[CH:11][CH:10]=1)[C:2]1[CH:7]=[CH:6][CH:5]=[CH:4][CH:3]=1.Cl[CH2:26][CH:27]=O.O. (5) Given the product [CH:1]1([C:4]2[CH:5]=[C:6]([C:13]([OH:15])=[O:14])[C:7]3[CH:12]=[N:11][N:10]([CH2:21][CH3:22])[C:8]=3[N:9]=2)[CH2:2][CH2:3]1, predict the reactants needed to synthesize it. The reactants are: [CH:1]1([C:4]2[CH:5]=[C:6]([C:13]([O:15]CC)=[O:14])[C:7]3[CH:12]=[N:11][NH:10][C:8]=3[N:9]=2)[CH2:3][CH2:2]1.[H-].[Na+].I[CH2:21][CH3:22].[OH-].[Na+].